From a dataset of Aqueous solubility values for 9,982 compounds from the AqSolDB database. Regression/Classification. Given a drug SMILES string, predict its absorption, distribution, metabolism, or excretion properties. Task type varies by dataset: regression for continuous measurements (e.g., permeability, clearance, half-life) or binary classification for categorical outcomes (e.g., BBB penetration, CYP inhibition). For this dataset (solubility_aqsoldb), we predict Y. The molecule is Cc1cc(N(CCO)CCO)ccc1N=Nc1ccccc1. The Y is -4.13 log mol/L.